From a dataset of Peptide-MHC class I binding affinity with 185,985 pairs from IEDB/IMGT. Regression. Given a peptide amino acid sequence and an MHC pseudo amino acid sequence, predict their binding affinity value. This is MHC class I binding data. The peptide sequence is AIMATIQRK. The MHC is HLA-A68:01 with pseudo-sequence HLA-A68:01. The binding affinity (normalized) is 0.414.